From a dataset of Full USPTO retrosynthesis dataset with 1.9M reactions from patents (1976-2016). Predict the reactants needed to synthesize the given product. Given the product [C:22]([O:19][CH2:18][C:17]([O:16][CH:14]([CH:8]1[CH2:13][CH2:12][CH2:11][CH2:10][CH2:9]1)[CH3:15])([CH3:20])[CH3:21])(=[O:25])[CH2:23][CH3:24], predict the reactants needed to synthesize it. The reactants are: C(N(CC)CC)C.[CH:8]1([CH:14]([O:16][C:17]([CH3:21])([CH3:20])[CH2:18][OH:19])[CH3:15])[CH2:13][CH2:12][CH2:11][CH2:10][CH2:9]1.[C:22](O[C:22](=[O:25])[CH2:23][CH3:24])(=[O:25])[CH2:23][CH3:24].